The task is: Predict the reaction yield, written as a fraction of the theoretical maximum amount of product (1.0 means a 100% yield; for example, 0.34 means a 34% yield).. This data is from Reaction yield outcomes from USPTO patents with 853,638 reactions. (1) The reactants are [CH3:1][S:2][C:3]1[CH:9]=[CH:8][C:6]([NH2:7])=[CH:5][CH:4]=1.C(Cl)Cl.N1C=CC=CC=1.[CH3:19][S:20](Cl)(=[O:22])=[O:21]. The catalyst is Cl. The product is [CH3:1][S:2][C:3]1[CH:9]=[CH:8][C:6]([NH:7][S:20]([CH3:19])(=[O:22])=[O:21])=[CH:5][CH:4]=1. The yield is 0.705. (2) The reactants are [Cl:1][C:2]1[CH:14]=[CH:13][C:5]2[NH:6][C:7]([CH2:9][C:10]([OH:12])=O)=[N:8][C:4]=2[CH:3]=1.Cl.Cl.[F:17][C:18]([F:31])([F:30])[CH2:19][O:20][C:21]1[CH:22]=[CH:23][C:24]([C@H:27]([NH2:29])[CH3:28])=[N:25][CH:26]=1.C(Cl)CCl.ON1C2N=CC=CC=2N=N1.C(N(CC)C(C)C)(C)C. The catalyst is CN(C=O)C. The product is [Cl:1][C:2]1[CH:14]=[CH:13][C:5]2[NH:6][C:7]([CH2:9][C:10]([NH:29][C@@H:27]([C:24]3[CH:23]=[CH:22][C:21]([O:20][CH2:19][C:18]([F:31])([F:17])[F:30])=[CH:26][N:25]=3)[CH3:28])=[O:12])=[N:8][C:4]=2[CH:3]=1. The yield is 0.280. (3) The reactants are Br[C:2]1[CH:3]=[C:4]([C:14]([NH:16][CH2:17][C:18]2[C:19](=[O:26])[NH:20][C:21]([CH3:25])=[CH:22][C:23]=2[CH3:24])=[O:15])[C:5]2[CH:10]=[N:9][N:8]([CH:11]([CH3:13])[CH3:12])[C:6]=2[N:7]=1.C([O-])([O-])=O.[Na+].[Na+].CO.C(Cl)Cl.O1CCO[CH2:40][CH2:39]1. The catalyst is O.C1C=CC([P]([Pd]([P](C2C=CC=CC=2)(C2C=CC=CC=2)C2C=CC=CC=2)([P](C2C=CC=CC=2)(C2C=CC=CC=2)C2C=CC=CC=2)[P](C2C=CC=CC=2)(C2C=CC=CC=2)C2C=CC=CC=2)(C2C=CC=CC=2)C2C=CC=CC=2)=CC=1. The product is [CH3:24][C:23]1[CH:22]=[C:21]([CH3:25])[NH:20][C:19](=[O:26])[C:18]=1[CH2:17][NH:16][C:14]([C:4]1[C:5]2[CH:10]=[N:9][N:8]([CH:11]([CH3:13])[CH3:12])[C:6]=2[N:7]=[C:2]([CH:39]=[CH2:40])[CH:3]=1)=[O:15]. The yield is 0.916. (4) The reactants are [Cl:1][C:2]1[CH:10]=[CH:9][CH:8]=[CH:7][C:3]=1[C:4](Cl)=[O:5].Cl.[CH3:12][NH:13][O:14][CH3:15].N1C=CC=CC=1.O. The catalyst is ClCCl. The product is [Cl:1][C:2]1[CH:10]=[CH:9][CH:8]=[CH:7][C:3]=1[C:4]([N:13]([O:14][CH3:15])[CH3:12])=[O:5]. The yield is 0.850. (5) The reactants are [C:1]1([CH3:15])[CH:6]=[CH:5][CH:4]=[CH:3][C:2]=1[NH:7][C:8]1[CH:13]=[CH:12][CH:11]=[CH:10][C:9]=1[CH3:14].[S].II.[SH2:19]. The catalyst is ClC1C=CC=CC=1Cl. The product is [CH3:14][C:9]1[C:8]2[NH:7][C:2]3[C:3](=[CH:4][CH:5]=[CH:6][C:1]=3[CH3:15])[S:19][C:13]=2[CH:12]=[CH:11][CH:10]=1. The yield is 0.150. (6) The reactants are [CH3:1][O:2][C:3]1[CH:8]=[CH:7][C:6]([OH:9])=[CH:5][CH:4]=1.F[C:11]1[CH:16]=[CH:15][C:14]([F:17])=[CH:13][C:12]=1[N+:18]([O-:20])=[O:19].[F:21][C:22]1[CH:23]=[CH:24][C:25]([O:29][C:30]2[CH:35]=[CH:34][C:33]([O:36][CH3:37])=[CH:32][CH:31]=2)=[C:26]([CH:28]=1)[NH2:27].[NH2:38][C:39]1[S:40][CH:41]=[CH:42][N:43]=1. No catalyst specified. The product is [F:17][C:14]1[CH:15]=[CH:16][C:11]([O:9][C:6]2[CH:7]=[CH:8][C:3]([O:2][CH3:1])=[CH:4][CH:5]=2)=[C:12]([N+:18]([O-:20])=[O:19])[CH:13]=1.[F:21][C:22]1[CH:23]=[CH:24][C:25]([O:29][C:30]2[CH:35]=[CH:34][C:33]([O:36][CH3:37])=[CH:32][CH:31]=2)=[C:26]([NH:27][C:6]([NH:38][C:39]2[S:40][CH:41]=[CH:42][N:43]=2)=[O:9])[CH:28]=1. The yield is 0.800.